From a dataset of Forward reaction prediction with 1.9M reactions from USPTO patents (1976-2016). Predict the product of the given reaction. Given the reactants Cl.Cl.[NH2:3][C@H:4]([C:10]([OH:12])=[O:11])[CH2:5][CH2:6][CH2:7][CH2:8][NH2:9].[CH3:13][C:14]1[CH:19]=[CH:18][C:17]([S:20](Cl)(=[O:22])=[O:21])=[CH:16][CH:15]=1, predict the reaction product. The product is: [CH3:13][C:14]1[CH:19]=[CH:18][C:17]([S:20]([NH:3][C@H:4]([C:10]([OH:12])=[O:11])[CH2:5][CH2:6][CH2:7][CH2:8][NH:9][S:20]([C:17]2[CH:18]=[CH:19][C:14]([CH3:13])=[CH:15][CH:16]=2)(=[O:22])=[O:21])(=[O:22])=[O:21])=[CH:16][CH:15]=1.